Dataset: Forward reaction prediction with 1.9M reactions from USPTO patents (1976-2016). Task: Predict the product of the given reaction. Given the reactants FC(F)(F)C1C=C(NC(=O)NC2C=CC(C3SC(CCC(O)=O)=NC=3)=CC=2)C=CC=1.[F:31][C:32]([F:65])([F:64])[C:33]1[CH:38]=[CH:37][CH:36]=[CH:35][C:34]=1[NH:39][C:40](=[O:63])[NH:41][C:42]1[CH:47]=[CH:46][C:45]([C:48]2[S:52][C:51]([CH:53]3[CH2:58][CH2:57][CH:56]([C:59]([O:61]C)=[O:60])[CH2:55][CH2:54]3)=[N:50][CH:49]=2)=[CH:44][CH:43]=1, predict the reaction product. The product is: [F:64][C:32]([F:31])([F:65])[C:33]1[CH:38]=[CH:37][CH:36]=[CH:35][C:34]=1[NH:39][C:40](=[O:63])[NH:41][C:42]1[CH:43]=[CH:44][C:45]([C:48]2[S:52][C:51]([CH:53]3[CH2:54][CH2:55][CH:56]([C:59]([OH:61])=[O:60])[CH2:57][CH2:58]3)=[N:50][CH:49]=2)=[CH:46][CH:47]=1.